This data is from Choline transporter screen with 302,306 compounds. The task is: Binary Classification. Given a drug SMILES string, predict its activity (active/inactive) in a high-throughput screening assay against a specified biological target. (1) The molecule is s1c(n2[nH]c(c3ccccc3)cc2=O)nc2c1cccc2. The result is 0 (inactive). (2) The drug is s1c(NN\C=C2/C=C([N+]([O-])=O)C(=O)C=C2)nc(c1)C. The result is 0 (inactive). (3) The drug is P(=O)(COCCOCCOCCOCP(=O)(c1ccccc1)c1ccccc1)(c1ccccc1)c1ccccc1. The result is 0 (inactive). (4) The compound is S1(=O)(=O)CC2N(C(/SC2C1)=N/C(=O)C1CC1)Cc1cc(OC)c(OC)cc1. The result is 0 (inactive). (5) The compound is O(C(C)C(=O)NNC(=O)Nc1cc(OC)ccc1)c1cc2c(cc1)cccc2. The result is 0 (inactive).